This data is from Forward reaction prediction with 1.9M reactions from USPTO patents (1976-2016). The task is: Predict the product of the given reaction. (1) The product is: [F:1][C:2]1[CH:3]=[C:4]([CH:7]=[CH:8][C:9]=1[O:18][C:14]1[CH:15]=[CH:16][CH:17]=[C:12]([F:11])[CH:13]=1)[C:5]([OH:6])=[O:20]. Given the reactants [F:1][C:2]1[CH:3]=[C:4]([CH:7]=[CH:8][C:9]=1F)[CH:5]=[O:6].[F:11][C:12]1[CH:13]=[C:14]([OH:18])[CH:15]=[CH:16][CH:17]=1.C(=O)([O-])[O-:20].[K+].[K+].CC(=CC)C.P([O-])(O)(O)=O.[K+].Cl[O-].[Na+], predict the reaction product. (2) Given the reactants [CH3:1][O:2][C:3]1[CH:4]=[C:5]([N:26]2[CH2:31][CH2:30][S:29][CH2:28][CH2:27]2)[CH:6]=[CH:7][C:8]=1[C:9]1[O:10][C:11]([C:14]2[C:15]([C:20]3[CH:25]=[CH:24][CH:23]=[CH:22][CH:21]=3)=[N:16][O:17][C:18]=2[CH3:19])=[N:12][N:13]=1.[OH:32]OS([O-])=O.[K+].S(=O)(O)[O-].[Na+].C(=O)([O-])[O-].[Na+].[Na+], predict the reaction product. The product is: [CH3:1][O:2][C:3]1[CH:4]=[C:5]([N:26]2[CH2:31][CH2:30][S:29](=[O:32])[CH2:28][CH2:27]2)[CH:6]=[CH:7][C:8]=1[C:9]1[O:10][C:11]([C:14]2[C:15]([C:20]3[CH:25]=[CH:24][CH:23]=[CH:22][CH:21]=3)=[N:16][O:17][C:18]=2[CH3:19])=[N:12][N:13]=1.